This data is from Forward reaction prediction with 1.9M reactions from USPTO patents (1976-2016). The task is: Predict the product of the given reaction. (1) Given the reactants [H-].[Na+].[N:3]1[CH:8]=[CH:7][CH:6]=[C:5]([C:9]#[N:10])[CH:4]=1.[NH2:11][C:12]1[CH:17]=[CH:16][CH:15]=[CH:14][CH:13]=1.O, predict the reaction product. The product is: [C:12]1([NH:11][C:9]([C:5]2[CH:4]=[N:3][CH:8]=[CH:7][CH:6]=2)=[NH:10])[CH:17]=[CH:16][CH:15]=[CH:14][CH:13]=1. (2) Given the reactants [OH-].[Na+].[CH2:3]([N:5]1[C:31]2[C:26](=[CH:27][CH:28]=[CH:29][CH:30]=2)[C:7]([CH2:8][C@@H:9]([C:22]([O:24]C)=[O:23])[NH:10][C:11](=[O:21])[CH:12]=[CH:13][C:14]2[CH:19]=[CH:18][CH:17]=[CH:16][C:15]=2[F:20])=[CH:6]1)[CH3:4], predict the reaction product. The product is: [CH2:3]([N:5]1[C:31]2[C:26](=[CH:27][CH:28]=[CH:29][CH:30]=2)[C:7]([CH2:8][C@@H:9]([C:22]([OH:24])=[O:23])[NH:10][C:11](=[O:21])[CH:12]=[CH:13][C:14]2[CH:19]=[CH:18][CH:17]=[CH:16][C:15]=2[F:20])=[CH:6]1)[CH3:4]. (3) Given the reactants [Si:1]([O:8][C:9]1[CH:18]=[CH:17][C:12]2[O:13][CH2:14][CH2:15][NH:16][C:11]=2[CH:10]=1)([C:4]([CH3:7])([CH3:6])[CH3:5])([CH3:3])[CH3:2].Br[C:20]1[CH:21]=[N:22][C:23]([O:28][CH3:29])=[C:24]([CH:27]=1)[C:25]#[N:26].CC([O-])(C)C.[Na+].C1(P(C2CCCCC2)C2C=CC=CC=2C2C(C(C)C)=CC(C(C)C)=CC=2C(C)C)CCCCC1, predict the reaction product. The product is: [Si:1]([O:8][C:9]1[CH:18]=[CH:17][C:12]2[O:13][CH2:14][CH2:15][N:16]([C:20]3[CH:21]=[N:22][C:23]([O:28][CH3:29])=[C:24]([CH:27]=3)[C:25]#[N:26])[C:11]=2[CH:10]=1)([C:4]([CH3:7])([CH3:5])[CH3:6])([CH3:3])[CH3:2]. (4) Given the reactants [C:1]1([S:7]([N:10]2[C:14]3=[N:15][CH:16]=[C:17]([C:19]4[C:20]([CH3:25])=[N:21][O:22][C:23]=4[CH3:24])[CH:18]=[C:13]3[C:12](I)=[CH:11]2)(=[O:9])=[O:8])[CH:6]=[CH:5][CH:4]=[CH:3][CH:2]=1.Cl[Mg]C(C)C.[C:32](=[O:34])=[O:33].Cl, predict the reaction product. The product is: [C:1]1([S:7]([N:10]2[C:14]3=[N:15][CH:16]=[C:17]([C:19]4[C:20]([CH3:25])=[N:21][O:22][C:23]=4[CH3:24])[CH:18]=[C:13]3[C:12]([C:32]([OH:34])=[O:33])=[CH:11]2)(=[O:9])=[O:8])[CH:6]=[CH:5][CH:4]=[CH:3][CH:2]=1. (5) Given the reactants [H-].[H-].[H-].[H-].[Li+].[Al+3].C([O:9][C:10]([C:12]1[C:21]2[C:16](=[CH:17][C:18]([C:22]3[CH:27]=[CH:26][C:25]([O:28][CH2:29][CH2:30][CH:31]([CH3:38])[CH2:32][CH2:33][CH2:34][CH:35]([CH3:37])[CH3:36])=[CH:24][CH:23]=3)=[CH:19][CH:20]=2)[C:15]([C:39](OCC)=[O:40])=[CH:14][CH:13]=1)=O)C, predict the reaction product. The product is: [OH:9][CH2:10][C:12]1[C:21]2[C:16](=[CH:17][C:18]([C:22]3[CH:27]=[CH:26][C:25]([O:28][CH2:29][CH2:30][CH:31]([CH3:38])[CH2:32][CH2:33][CH2:34][CH:35]([CH3:37])[CH3:36])=[CH:24][CH:23]=3)=[CH:19][CH:20]=2)[C:15]([CH2:39][OH:40])=[CH:14][CH:13]=1. (6) Given the reactants [N:1]1[C:10]2[C:5](=[CH:6][CH:7]=[CH:8][CH:9]=2)[CH:4]=[CH:3][C:2]=1NC(=O)OC1C=CC=CC=1.C([N:23](CC)CC)C.Cl[C:29]([O:31][C:32]1[CH:37]=[CH:36][CH:35]=[CH:34][CH:33]=1)=[O:30], predict the reaction product. The product is: [N:1]1[C:10]2[C:5](=[CH:6][CH:7]=[CH:8][CH:9]=2)[C:4]([NH:23][C:29](=[O:30])[O:31][C:32]2[CH:37]=[CH:36][CH:35]=[CH:34][CH:33]=2)=[CH:3][CH:2]=1. (7) The product is: [CH:21]1([C:10]2[NH:11][C:12]([C:13]3[CH:18]=[CH:17][C:16]([F:19])=[CH:15][C:14]=3[F:20])=[C:8]([C:5]3[N:4]=[C:3]4[O:24][C:26]([NH:25][C@@H:28]([CH3:33])[CH2:29][CH2:30][O:31][CH3:32])=[N:1][C:2]4=[CH:7][CH:6]=3)[N:9]=2)[CH2:22][CH2:23]1. Given the reactants [NH2:1][C:2]1[C:3]([OH:24])=[N:4][C:5]([C:8]2[N:9]=[C:10]([CH:21]3[CH2:23][CH2:22]3)[NH:11][C:12]=2[C:13]2[CH:18]=[CH:17][C:16]([F:19])=[CH:15][C:14]=2[F:20])=[CH:6][CH:7]=1.[N:25]([C@@H:28]([CH3:33])[CH2:29][CH2:30][O:31][CH3:32])=[C:26]=S.C1(N=C=NC2CCCCC2)CCCCC1, predict the reaction product.